From a dataset of Catalyst prediction with 721,799 reactions and 888 catalyst types from USPTO. Predict which catalyst facilitates the given reaction. (1) Reactant: [Cl:1][C:2]1[C:11]([CH:12]([NH:16][C:17](=[O:26])[O:18][CH2:19][C:20]2[CH:25]=[CH:24][CH:23]=[CH:22][CH:21]=2)[CH2:13][CH:14]=[CH2:15])=[CH:10][C:9]2[C:4](=[CH:5][C:6]([F:27])=[CH:7][CH:8]=2)[N:3]=1.[H-].[Na+].[CH2:30](Br)[CH:31]=[CH2:32]. Product: [CH2:32]([N:16]([CH:12]([C:11]1[C:2]([Cl:1])=[N:3][C:4]2[C:9]([CH:10]=1)=[CH:8][CH:7]=[C:6]([F:27])[CH:5]=2)[CH2:13][CH:14]=[CH2:15])[C:17](=[O:26])[O:18][CH2:19][C:20]1[CH:25]=[CH:24][CH:23]=[CH:22][CH:21]=1)[CH:31]=[CH2:30]. The catalyst class is: 3. (2) Reactant: [CH:1]1([CH:7]2[C:16]3[C:11](=[CH:12][CH:13]=[CH:14][CH:15]=3)[CH2:10][CH2:9][N:8]2[C:17](=[O:27])[CH2:18][NH:19][CH2:20][CH:21]2[CH2:26][CH2:25][CH2:24][CH2:23][CH2:22]2)[CH2:6][CH2:5][CH2:4][CH2:3][CH2:2]1.Br[CH2:29][CH2:30][OH:31].C(=O)([O-])[O-].[K+].[K+].[I-].[K+]. Product: [CH:1]1([CH:7]2[C:16]3[C:11](=[CH:12][CH:13]=[CH:14][CH:15]=3)[CH2:10][CH2:9][N:8]2[C:17](=[O:27])[CH2:18][N:19]([CH2:20][CH:21]2[CH2:22][CH2:23][CH2:24][CH2:25][CH2:26]2)[CH2:29][CH2:30][OH:31])[CH2:2][CH2:3][CH2:4][CH2:5][CH2:6]1. The catalyst class is: 10. (3) Reactant: [NH:1]1[CH2:6][CH2:5][C:4]2([O:11][C:10]3[C:12]4[C:17]([C:18](=[O:21])[C:19](=[O:20])[C:9]=3[S:8][CH2:7]2)=[CH:16][CH:15]=[CH:14][CH:13]=4)[CH2:3][CH2:2]1.[F:22][C:23]1[CH:33]=[CH:32][C:26]([O:27][CH2:28][C@@H:29]2[CH2:31][O:30]2)=[CH:25][CH:24]=1.Cl([O-])(=O)(=O)=O.[Li+].ClCCl. Product: [F:22][C:23]1[CH:33]=[CH:32][C:26]([O:27][CH2:28][C@@H:29]([OH:30])[CH2:31][N:1]2[CH2:2][CH2:3][C:4]3([O:11][C:10]4[C:12]5[C:17]([C:18](=[O:21])[C:19](=[O:20])[C:9]=4[S:8][CH2:7]3)=[CH:16][CH:15]=[CH:14][CH:13]=5)[CH2:5][CH2:6]2)=[CH:25][CH:24]=1. The catalyst class is: 10. (4) Reactant: [OH:1][C:2]1[CH:7]=[CH:6][C:5]([CH2:8][CH2:9][C:10]([OH:12])=[O:11])=[CH:4][C:3]=1[O:13][CH3:14].[CH2:15](Br)[C:16]#[CH:17].[C:19](=O)([O-])[O-].[K+].[K+].[C:25](#N)[CH3:26]. Product: [CH3:14][O:13][C:3]1[CH:4]=[C:5]([CH2:8][CH2:9][C:10]([O:12][CH2:19][C:25]#[CH:26])=[O:11])[CH:6]=[CH:7][C:2]=1[O:1][CH2:15][C:16]#[CH:17]. The catalyst class is: 13. (5) Reactant: [F:1][C:2]1[CH:3]=[C:4]([N+:17]([O-:19])=[O:18])[C:5]([CH3:16])=[C:6]([CH:15]=1)[CH2:7][N:8]1[CH2:13][CH2:12][NH:11][C@@H:10]([CH3:14])[CH2:9]1.C(N(CC)CC)C.[F:27][C:28]1[CH:29]=[C:30]([CH:34]=[CH:35][CH:36]=1)[C:31](Cl)=[O:32]. Product: [F:1][C:2]1[CH:3]=[C:4]([N+:17]([O-:19])=[O:18])[C:5]([CH3:16])=[C:6]([CH:15]=1)[CH2:7][N:8]1[CH2:13][CH2:12][N:11]([C:31]([C:30]2[CH:34]=[CH:35][CH:36]=[C:28]([F:27])[CH:29]=2)=[O:32])[C@@H:10]([CH3:14])[CH2:9]1. The catalyst class is: 2. (6) Reactant: [Cl:1][C:2]1[CH:7]=[CH:6][C:5]([CH2:8][CH2:9]O)=[C:4]([C@H:11]([C:13]2[CH:17]=[C:16]([CH:18]3[O:22][CH2:21][CH2:20][O:19]3)[S:15][C:14]=2[CH3:23])[OH:12])[CH:3]=1.N1C=CC=CC=1.C1C=CC(P(C2C=CC=CC=2)C2C=CC=CC=2)=CC=1.[I:49]I. Product: [Cl:1][C:2]1[CH:7]=[CH:6][C:5]([CH2:8][CH2:9][I:49])=[C:4]([C@H:11]([C:13]2[CH:17]=[C:16]([CH:18]3[O:22][CH2:21][CH2:20][O:19]3)[S:15][C:14]=2[CH3:23])[OH:12])[CH:3]=1. The catalyst class is: 48. (7) Reactant: [Si:1]([O:8][C@@H:9]1[CH2:13][O:12][CH2:11][C@H:10]1[O:14][C:15]1[CH:22]=[CH:21][C:18]([CH:19]=O)=[CH:17][CH:16]=1)([C:4]([CH3:7])([CH3:6])[CH3:5])([CH3:3])[CH3:2].[C:23](#[N:27])[CH2:24][C:25]#[N:26].CN1CCOCC1. Product: [Si:1]([O:8][C@@H:9]1[CH2:13][O:12][CH2:11][C@H:10]1[O:14][C:15]1[CH:16]=[CH:17][C:18]([CH:19]=[C:24]([C:23]#[N:27])[C:25]#[N:26])=[CH:21][CH:22]=1)([C:4]([CH3:7])([CH3:6])[CH3:5])([CH3:3])[CH3:2]. The catalyst class is: 8. (8) Reactant: Br[CH2:2][C:3]1[N:13]([CH2:14][C:15]([CH3:18])([CH3:17])[CH3:16])[C:6]2[N:7]=[C:8]([C:11]#[N:12])[N:9]=[CH:10][C:5]=2[CH:4]=1.[Cl:19][C:20]1[CH:36]=[CH:35][C:23]([CH2:24][N:25]2[C@H:29]([CH:30]([CH3:32])[CH3:31])[C:28](=[O:33])[NH:27][C:26]2=[O:34])=[CH:22][CH:21]=1.C([O-])([O-])=O.[K+].[K+]. Product: [Cl:19][C:20]1[CH:21]=[CH:22][C:23]([CH2:24][N:25]2[C@H:29]([CH:30]([CH3:32])[CH3:31])[C:28](=[O:33])[N:27]([CH2:2][C:3]3[N:13]([CH2:14][C:15]([CH3:18])([CH3:17])[CH3:16])[C:6]4[N:7]=[C:8]([C:11]#[N:12])[N:9]=[CH:10][C:5]=4[CH:4]=3)[C:26]2=[O:34])=[CH:35][CH:36]=1. The catalyst class is: 39.